Dataset: NCI-60 drug combinations with 297,098 pairs across 59 cell lines. Task: Regression. Given two drug SMILES strings and cell line genomic features, predict the synergy score measuring deviation from expected non-interaction effect. Drug 1: CCC1=C2CN3C(=CC4=C(C3=O)COC(=O)C4(CC)O)C2=NC5=C1C=C(C=C5)O. Drug 2: CCN(CC)CCCC(C)NC1=C2C=C(C=CC2=NC3=C1C=CC(=C3)Cl)OC. Cell line: SNB-19. Synergy scores: CSS=60.2, Synergy_ZIP=-3.63, Synergy_Bliss=2.98, Synergy_Loewe=-14.6, Synergy_HSA=4.45.